This data is from Reaction yield outcomes from USPTO patents with 853,638 reactions. The task is: Predict the reaction yield, written as a fraction of the theoretical maximum amount of product (1.0 means a 100% yield; for example, 0.34 means a 34% yield). (1) The reactants are [CH3:1][O:2][C:3]1[C:12]2[C:11](=[O:13])[N:10]([CH2:14][C:15]([OH:17])=O)[N:9]=[N:8][C:7]=2[CH:6]=[CH:5][CH:4]=1.[CH3:18][O:19][C:20]1[CH:25]=[CH:24][C:23]([C@@H:26]([NH2:28])[CH3:27])=[CH:22][CH:21]=1. No catalyst specified. The product is [CH3:1][O:2][C:3]1[C:12]2[C:11](=[O:13])[N:10]([CH2:14][C:15]([NH:28][C@H:26]([C:23]3[CH:24]=[CH:25][C:20]([O:19][CH3:18])=[CH:21][CH:22]=3)[CH3:27])=[O:17])[N:9]=[N:8][C:7]=2[CH:6]=[CH:5][CH:4]=1. The yield is 0.130. (2) The reactants are [Cl:1][C:2]1[CH:10]=[CH:9][C:5]([C:6](Cl)=[O:7])=[C:4]([CH:11]2[CH2:13][CH2:12]2)[N:3]=1.[CH:14]1([NH2:20])[CH2:19][CH2:18][CH2:17][CH2:16][CH2:15]1.C(N(C(C)C)C(C)C)C. The catalyst is C(Cl)Cl.C1COCC1. The product is [Cl:1][C:2]1[CH:10]=[CH:9][C:5]([C:6]([NH:20][CH:14]2[CH2:19][CH2:18][CH2:17][CH2:16][CH2:15]2)=[O:7])=[C:4]([CH:11]2[CH2:13][CH2:12]2)[N:3]=1. The yield is 0.790. (3) The reactants are C1N=CN(C(N2C=NC=C2)=O)C=1.[F:13][C:14]1[CH:22]=[C:21]([OH:23])[CH:20]=[CH:19][C:15]=1[C:16]([OH:18])=O.[CH2:24]([N:28]1[C:36]2[N:35]=[C:34]([Cl:37])[NH:33][C:32]=2[C:31](=[O:38])[N:30]([CH2:39][CH2:40][CH2:41][CH2:42][C:43](=[NH:46])[NH:44]O)[C:29]1=[O:47])[CH2:25][CH2:26][CH3:27]. The catalyst is CS(C)=O. The product is [CH2:24]([N:28]1[C:36]2[N:35]=[C:34]([Cl:37])[NH:33][C:32]=2[C:31](=[O:38])[N:30]([CH2:39][CH2:40][CH2:41][CH2:42][C:43]2[N:44]=[C:16]([C:15]3[CH:19]=[CH:20][C:21]([OH:23])=[CH:22][C:14]=3[F:13])[O:18][N:46]=2)[C:29]1=[O:47])[CH2:25][CH2:26][CH3:27]. The yield is 0.280. (4) The reactants are [O:1]=[C:2]1[CH2:7][CH2:6][N:5]([C:8]([O:10][C:11]([CH3:14])([CH3:13])[CH3:12])=[O:9])[CH2:4][CH2:3]1.[CH:15]([N-]C(C)C)(C)C.[Li+].IC. The catalyst is O1CCCC1. The product is [CH3:15][CH:7]1[C:2](=[O:1])[CH2:3][CH2:4][N:5]([C:8]([O:10][C:11]([CH3:14])([CH3:13])[CH3:12])=[O:9])[CH2:6]1. The yield is 0.380. (5) The catalyst is O1CCCC1. The reactants are [NH2:1][C:2]1[S:3][C:4]2[C:10]([N:11]3[CH2:16][CH2:15][O:14][CH2:13][CH2:12]3)=[CH:9][CH:8]=[C:7]([O:17][CH3:18])[C:5]=2[N:6]=1.C(N(C(C)C)C(C)C)C.[O:28]1[CH2:33][CH2:32][CH:31]([C:34](Cl)=[O:35])[CH2:30][CH2:29]1.CO. The product is [CH3:18][O:17][C:7]1[C:5]2[N:6]=[C:2]([NH:1][C:34]([CH:31]3[CH2:32][CH2:33][O:28][CH2:29][CH2:30]3)=[O:35])[S:3][C:4]=2[C:10]([N:11]2[CH2:16][CH2:15][O:14][CH2:13][CH2:12]2)=[CH:9][CH:8]=1. The yield is 0.760.